The task is: Predict the product of the given reaction.. This data is from Forward reaction prediction with 1.9M reactions from USPTO patents (1976-2016). (1) Given the reactants [ClH:1].[Cl:2][C:3]1[C:9]([O:10][CH3:11])=[CH:8][CH:7]=[CH:6][C:4]=1[NH2:5].[C:12](O)(=O)[CH2:13][C:14](O)=O.O(Cl)[Cl:20].[P], predict the reaction product. The product is: [Cl:1][C:14]1[CH:13]=[C:12]([Cl:20])[C:6]2[C:4](=[C:3]([Cl:2])[C:9]([O:10][CH3:11])=[CH:8][CH:7]=2)[N:5]=1. (2) Given the reactants [C:1]1([CH2:11][C:12](Cl)=[O:13])[C:10]2[C:5](=[CH:6][CH:7]=[CH:8][CH:9]=2)[CH:4]=[CH:3][CH:2]=1.[Al+3].[Cl-].[Cl-].[Cl-], predict the reaction product. The product is: [C:12]1(=[O:13])[C:9]2=[C:10]3[C:5](=[CH:6][CH:7]=[CH:8]2)[CH:4]=[CH:3][CH:2]=[C:1]3[CH2:11]1. (3) Given the reactants O=P(Cl)(Cl)[Cl:3].[CH3:6][C:7]1[N+:8]([O-])=[C:9]([C:13]2[CH:22]=[CH:21][C:16]([C:17]([O:19][CH3:20])=[O:18])=[CH:15][CH:14]=2)[O:10][C:11]=1[CH3:12], predict the reaction product. The product is: [Cl:3][CH2:6][C:7]1[N:8]=[C:9]([C:13]2[CH:22]=[CH:21][C:16]([C:17]([O:19][CH3:20])=[O:18])=[CH:15][CH:14]=2)[O:10][C:11]=1[CH3:12]. (4) The product is: [NH:6]1[C:5]2[CH:7]=[CH:8][CH:9]=[CH:10][C:4]=2[N:3]=[C:2]1[NH:11][CH:12]1[CH2:13][CH2:14][N:15]([C:18]([O:20][CH2:21][CH3:22])=[O:19])[CH2:16][CH2:17]1. Given the reactants Cl[C:2]1[NH:3][C:4]2[CH:10]=[CH:9][CH:8]=[CH:7][C:5]=2[N:6]=1.[NH2:11][CH:12]1[CH2:17][CH2:16][N:15]([C:18]([O:20][CH2:21][CH3:22])=[O:19])[CH2:14][CH2:13]1, predict the reaction product. (5) Given the reactants [Br-].[CH2:2]([O:4][C:5]([C:7]([CH3:32])([CH3:31])[CH2:8][CH2:9][CH2:10][CH2:11][P+](C1C=CC=CC=1)(C1C=CC=CC=1)C1C=CC=CC=1)=[O:6])[CH3:3].[Cl:33][C:34]1[CH:41]=[CH:40][CH:39]=[CH:38][C:35]=1[CH:36]=O.[OH-].[Na+].[PH4+], predict the reaction product. The product is: [CH2:2]([O:4][C:5](=[O:6])[C:7]([CH3:31])([CH3:32])[CH2:8][CH2:9][CH2:10][CH:11]=[CH:36][C:35]1[CH:38]=[CH:39][CH:40]=[CH:41][C:34]=1[Cl:33])[CH3:3].